Dataset: Catalyst prediction with 721,799 reactions and 888 catalyst types from USPTO. Task: Predict which catalyst facilitates the given reaction. (1) Reactant: F[C:2]1[CH:9]=[CH:8][C:5]([C:6]#[N:7])=[CH:4][CH:3]=1.[Br:10][C:11]1[CH:17]=[CH:16][C:14]([NH2:15])=[CH:13][C:12]=1[CH3:18].C(OC(C)(C)C)(C)(C)C.[K].O. Product: [Br:10][C:11]1[CH:17]=[CH:16][C:14]([NH:15][C:2]2[CH:9]=[CH:8][C:5]([C:6]#[N:7])=[CH:4][CH:3]=2)=[CH:13][C:12]=1[CH3:18]. The catalyst class is: 9. (2) Reactant: [C:1]([N:4]([CH2:20][C:21]1[CH:26]=[C:25]([C:27]([F:30])([F:29])[F:28])[CH:24]=[C:23]([C:31]([F:34])([F:33])[F:32])[CH:22]=1)[CH:5]1[CH2:11][CH2:10][CH2:9][N:8]([C:12](Cl)=[O:13])[C:7]2[CH:15]=[C:16]([Cl:19])[CH:17]=[CH:18][C:6]1=2)(=[O:3])[CH3:2].O.[NH2:36][NH2:37].CCOC(C)=O. Product: [F:33][C:31]([F:32])([F:34])[C:23]1[CH:22]=[C:21]([CH:26]=[C:25]([C:27]([F:29])([F:30])[F:28])[CH:24]=1)[CH2:20][N:4]([CH:5]1[CH2:11][CH2:10][CH2:9][N:8]([C:12]([NH:36][NH2:37])=[O:13])[C:7]2[CH:15]=[C:16]([Cl:19])[CH:17]=[CH:18][C:6]1=2)[C:1](=[O:3])[CH3:2]. The catalyst class is: 5.